This data is from Forward reaction prediction with 1.9M reactions from USPTO patents (1976-2016). The task is: Predict the product of the given reaction. (1) Given the reactants [CH3:1][N:2]([CH2:30][CH2:31][C:32]1[CH:37]=[CH:36][CH:35]=[CH:34][CH:33]=1)[C:3]([C:5]1[S:6][C:7]([CH2:10][N:11]2[CH2:15][C:14](=[O:16])[N:13](CC3C=CC(OC)=CC=3OC)[S:12]2(=[O:29])=[O:28])=[CH:8][CH:9]=1)=[O:4], predict the reaction product. The product is: [CH3:1][N:2]([CH2:30][CH2:31][C:32]1[CH:37]=[CH:36][CH:35]=[CH:34][CH:33]=1)[C:3]([C:5]1[S:6][C:7]([CH2:10][N:11]2[CH2:15][C:14](=[O:16])[NH:13][S:12]2(=[O:28])=[O:29])=[CH:8][CH:9]=1)=[O:4]. (2) Given the reactants [CH3:1][O:2][C:3]1[CH:4]=[C:5]([CH:8]=[CH:9][CH:10]=1)[NH:6][CH3:7].[OH-].[Na+].[Br:13][C:14]1[S:18][C:17]([S:19](Cl)(=[O:21])=[O:20])=[CH:16][CH:15]=1.O, predict the reaction product. The product is: [Br:13][C:14]1[S:18][C:17]([S:19]([N:6]([C:5]2[CH:8]=[CH:9][CH:10]=[C:3]([O:2][CH3:1])[CH:4]=2)[CH3:7])(=[O:21])=[O:20])=[CH:16][CH:15]=1. (3) The product is: [CH:1]1([C:7]2[C:8]3[CH:9]=[CH:10][C:11]([C:31]([NH:32][S:33]([N:36]([CH3:38])[CH3:37])(=[O:35])=[O:34])=[O:39])=[CH:12][C:13]=3[N:14]3[CH2:20][C:19]([C:21]([N:46]([CH2:45][CH2:44][N:43]([CH3:48])[CH3:42])[CH3:47])=[O:22])=[CH:18][C:17]4[CH:25]=[C:26]([O:29][CH3:30])[CH:27]=[CH:28][C:16]=4[C:15]=23)[CH2:2][CH2:3][CH2:4][CH2:5][CH2:6]1. Given the reactants [CH:1]1([C:7]2[C:8]3[CH:9]=[CH:10][C:11]([C:31](=[O:39])[NH:32][S:33]([N:36]([CH3:38])[CH3:37])(=[O:35])=[O:34])=[CH:12][C:13]=3[N:14]3[CH2:20][C:19]([C:21](OC)=[O:22])=[CH:18][C:17]4[CH:25]=[C:26]([O:29][CH3:30])[CH:27]=[CH:28][C:16]=4[C:15]=23)[CH2:6][CH2:5][CH2:4][CH2:3][CH2:2]1.[OH-].[Na+].[CH3:42][N:43]([CH3:48])[CH2:44][CH2:45][NH:46][CH3:47].CN(C(ON1N=NC2C=CC=NC1=2)=[N+](C)C)C.F[P-](F)(F)(F)(F)F, predict the reaction product. (4) Given the reactants [Br:1][C:2]1[C:3](=[O:8])O[C:5](=[O:7])[CH:6]=1.[CH3:9][O:10][C:11]1[CH:16]=[CH:15][C:14]([CH2:17][NH2:18])=[CH:13][CH:12]=1, predict the reaction product. The product is: [Br:1][C:2]1[C:3](=[O:8])[N:18]([CH2:17][C:14]2[CH:15]=[CH:16][C:11]([O:10][CH3:9])=[CH:12][CH:13]=2)[C:5](=[O:7])[CH:6]=1.